This data is from Full USPTO retrosynthesis dataset with 1.9M reactions from patents (1976-2016). The task is: Predict the reactants needed to synthesize the given product. (1) Given the product [O:13]=[C:14]1[CH2:23][CH2:22][CH2:21][C:20]2[C:19]([C:24]([O:26][CH3:27])=[O:25])=[CH:18][CH:17]=[CH:16][C:15]1=2.[C:8]1(=[O:12])[C:9]2[C:4](=[CH:1][CH:2]=[CH:11][CH:10]=2)[CH:5]=[CH:6][C:7]1=[O:29].[CH3:27][O:26][C:24]([C:19]1[C:20]2[CH:21]=[CH:22][C:23](=[O:3])[C:14](=[O:13])[C:15]=2[CH:16]=[CH:17][CH:18]=1)=[O:25], predict the reactants needed to synthesize it. The reactants are: [CH3:1][CH:2]1[CH:11]=[CH:10][C:9]2[C:8](=[O:12])[CH2:7][CH2:6][CH2:5][C:4]=2[O:3]1.[O:13]=[C:14]1[CH2:23][CH2:22][CH2:21][C:20]2[C:19]([C:24]([O:26][CH3:27])=[O:25])=[CH:18][CH:17]=[CH:16][C:15]1=2.[Se](=O)=[O:29]. (2) Given the product [CH2:11]([O:10][CH2:9][CH2:8][C:5]1[CH:6]=[CH:7][C:32]([C:31]2[C:34]([CH3:39])=[C:35]([CH2:40][OH:47])[C:36]([CH3:38])=[CH:37][C:30]=2[OH:29])=[CH:3][CH:4]=1)[C:12]1[CH:17]=[CH:16][CH:15]=[CH:14][CH:13]=1, predict the reactants needed to synthesize it. The reactants are: BrC1[CH:7]=[CH:6][C:5]([CH2:8][CH2:9][O:10][CH2:11][C:12]2[CH:17]=[CH:16][CH:15]=[CH:14][CH:13]=2)=[CH:4][CH:3]=1.C([Li])CCC.CCCCCC.[OH:29][C:30]1[CH:37]=[C:36]([CH3:38])[CH:35]=[C:34]([CH3:39])[C:31]=1[CH:32]=O.[CH2:40]([O:47]CCCC1C=CC(C(O)C2C=CC(C(OC)=O)=CC=2O)=CC=1)C1C=CC=CC=1.